From a dataset of Catalyst prediction with 721,799 reactions and 888 catalyst types from USPTO. Predict which catalyst facilitates the given reaction. (1) Product: [CH3:26][O:25][C:16]1[CH:15]=[C:14]([CH2:13][C:12](=[O:11])[CH2:6][C:7]#[N:8])[CH:19]=[CH:18][C:17]=1[O:20][CH2:21][CH2:22][O:23][CH3:24]. The catalyst class is: 20. Reactant: C([Li])CCC.[CH3:6][C:7]#[N:8].C([O:11][C:12](=O)[CH2:13][C:14]1[CH:19]=[CH:18][C:17]([O:20][CH2:21][CH2:22][O:23][CH3:24])=[C:16]([O:25][CH3:26])[CH:15]=1)C.[NH4+].[Cl-]. (2) Reactant: Cl.[CH3:2][O:3][C:4](=[O:17])[CH:5]([CH2:7][C:8]1[C:16]2[C:11](=[CH:12][CH:13]=[CH:14][CH:15]=2)[NH:10][CH:9]=1)[NH2:6].[N+:18]([C:21]1[CH:26]=[CH:25][C:24]([S:27](Cl)(=[O:29])=[O:28])=[CH:23][CH:22]=1)([O-:20])=[O:19]. Product: [N+:18]([C:21]1[CH:22]=[CH:23][C:24]([S:27]([NH:6][CH:5]([CH2:7][C:8]2[C:16]3[C:11](=[CH:12][CH:13]=[CH:14][CH:15]=3)[NH:10][CH:9]=2)[C:4]([O:3][CH3:2])=[O:17])(=[O:29])=[O:28])=[CH:25][CH:26]=1)([O-:20])=[O:19]. The catalyst class is: 17. (3) Reactant: [Cl:1][C:2]1[CH:3]=[C:4]([CH:26]=[CH:27][C:28]=1[Cl:29])[CH2:5][N:6]1[CH2:11][CH2:10][O:9][C@@H:8]([CH2:12][NH:13][C:14](=[O:25])OC2C=CC([N+]([O-])=O)=CC=2)[CH2:7]1.[NH2:30][CH2:31][C:32]1[CH:40]=[CH:39][C:35]([C:36]([NH2:38])=[O:37])=[CH:34][CH:33]=1. Product: [Cl:1][C:2]1[CH:3]=[C:4]([CH:26]=[CH:27][C:28]=1[Cl:29])[CH2:5][N:6]1[CH2:11][CH2:10][O:9][C@@H:8]([CH2:12][NH:13][C:14]([NH:30][CH2:31][C:32]2[CH:33]=[CH:34][C:35]([C:36]([NH2:38])=[O:37])=[CH:39][CH:40]=2)=[O:25])[CH2:7]1. The catalyst class is: 9. (4) Reactant: [NH2:1][C:2]1[C:3]([NH:13][CH2:14][CH2:15][CH2:16][OH:17])=[C:4]([CH:9]=[CH:10][C:11]=1[Cl:12])[C:5]([O:7][CH3:8])=[O:6].[N:18]([C:21]1[C:22]([C:29]([F:32])([F:31])[F:30])=[N:23][C:24]([O:27][CH3:28])=[CH:25][CH:26]=1)=[C:19]=[S:20]. Product: [Cl:12][C:11]1[CH:10]=[CH:9][C:4]([C:5]([O:7][CH3:8])=[O:6])=[C:3]([NH:13][CH2:14][CH2:15][CH2:16][OH:17])[C:2]=1[NH:1][C:19](=[S:20])[NH:18][C:21]1[C:22]([C:29]([F:32])([F:30])[F:31])=[N:23][C:24]([O:27][CH3:28])=[CH:25][CH:26]=1. The catalyst class is: 7. (5) Reactant: C(Cl)(=O)C(Cl)=O.CS(C)=O.[CH2:11]([O:18][C:19]([N:21]1[CH2:27][CH2:26][C:25](=[O:28])[N:24]([CH:29]([C:33]([O:35][CH3:36])=[O:34])[CH2:30][CH2:31][OH:32])[CH2:23][CH2:22]1)=[O:20])[C:12]1[CH:17]=[CH:16][CH:15]=[CH:14][CH:13]=1.C(N(CC)CC)C.P([O-])(O)(O)=O.[K+]. Product: [CH2:11]([O:18][C:19]([N:21]1[CH2:27][CH2:26][C:25](=[O:28])[N:24]([CH:29]([C:33]([O:35][CH3:36])=[O:34])[CH2:30][CH:31]=[O:32])[CH2:23][CH2:22]1)=[O:20])[C:12]1[CH:13]=[CH:14][CH:15]=[CH:16][CH:17]=1. The catalyst class is: 4. (6) Reactant: [CH2:1]([O:8][C:9]([NH:11][C@H:12]1[CH2:17][CH2:16][C@H:15]([C:18]([N:20]2[C:28]3[C:23](=[CH:24][CH:25]=[C:26]([N+:29]([O-])=O)[CH:27]=3)[CH2:22][CH2:21]2)=[O:19])[CH2:14][CH2:13]1)=[O:10])[C:2]1[CH:7]=[CH:6][CH:5]=[CH:4][CH:3]=1.[OH-].[Na+]. Product: [CH2:1]([O:8][C:9]([NH:11][C@H:12]1[CH2:17][CH2:16][C@H:15]([C:18]([N:20]2[C:28]3[C:23](=[CH:24][CH:25]=[C:26]([NH2:29])[CH:27]=3)[CH2:22][CH2:21]2)=[O:19])[CH2:14][CH2:13]1)=[O:10])[C:2]1[CH:7]=[CH:6][CH:5]=[CH:4][CH:3]=1. The catalyst class is: 22. (7) Reactant: [C:1]([C:3]1[CH:8]=[CH:7][N:6]=[C:5]([NH:9][C@H:10]2[CH2:15][N:14](C(OCC3C=CC=CC=3)=O)[C@H:13]([CH3:26])[CH2:12][CH2:11]2)[CH:4]=1)#[N:2].CSC.B(F)(F)F.CCOCC. Product: [CH3:26][C@H:13]1[NH:14][CH2:15][C@H:10]([NH:9][C:5]2[CH:4]=[C:3]([CH:8]=[CH:7][N:6]=2)[C:1]#[N:2])[CH2:11][CH2:12]1. The catalyst class is: 2. (8) The catalyst class is: 9. Reactant: [CH:1]1([N:6]2[CH2:12][C:11]([F:14])([F:13])[C:10](=[O:15])[N:9]([CH3:16])[C:8]3[CH:17]=[N:18][C:19]([NH:21][C:22]4[CH:30]=[CH:29][C:25]([C:26](O)=[O:27])=[CH:24][C:23]=4[O:31][CH3:32])=[N:20][C:7]2=3)[CH2:5][CH2:4][CH2:3][CH2:2]1.C(N(C(C)C)C(C)C)C.[CH3:42][N:43]([CH3:50])[CH2:44][C:45]([CH3:49])([CH3:48])[CH2:46][NH2:47]. Product: [CH:1]1([N:6]2[CH2:12][C:11]([F:14])([F:13])[C:10](=[O:15])[N:9]([CH3:16])[C:8]3[CH:17]=[N:18][C:19]([NH:21][C:22]4[CH:30]=[CH:29][C:25]([C:26]([NH:47][CH2:46][C:45]([CH3:49])([CH3:48])[CH2:44][N:43]([CH3:50])[CH3:42])=[O:27])=[CH:24][C:23]=4[O:31][CH3:32])=[N:20][C:7]2=3)[CH2:5][CH2:4][CH2:3][CH2:2]1.